Dataset: Peptide-MHC class II binding affinity with 134,281 pairs from IEDB. Task: Regression. Given a peptide amino acid sequence and an MHC pseudo amino acid sequence, predict their binding affinity value. This is MHC class II binding data. The peptide sequence is GGFFTSVGKGIHTVF. The MHC is DRB1_0901 with pseudo-sequence DRB1_0901. The binding affinity (normalized) is 0.787.